The task is: Predict the reaction yield, written as a fraction of the theoretical maximum amount of product (1.0 means a 100% yield; for example, 0.34 means a 34% yield).. This data is from Reaction yield outcomes from USPTO patents with 853,638 reactions. The yield is 0.480. The catalyst is C1COCC1.O. The product is [CH2:20]([O:27][C:28]1[CH:29]=[C:30]([CH2:31][C:17]#[N:18])[CH:33]=[CH:34][C:35]=1[O:36][CH3:37])[C:21]1[CH:26]=[CH:25][CH:24]=[CH:23][CH:22]=1. The reactants are CC([O-])(C)C.[K+].CC1C=CC(S([CH2:17][N+:18]#[C-])(=O)=O)=CC=1.[CH2:20]([O:27][C:28]1[CH:29]=[C:30]([CH:33]=[CH:34][C:35]=1[O:36][CH3:37])[CH:31]=O)[C:21]1[CH:26]=[CH:25][CH:24]=[CH:23][CH:22]=1.CO.